From a dataset of Catalyst prediction with 721,799 reactions and 888 catalyst types from USPTO. Predict which catalyst facilitates the given reaction. Reactant: C(Cl)(=O)C(Cl)=O.CS(C)=O.[OH:11][CH2:12][CH2:13][CH2:14][CH2:15][N:16]1[C:21](=[O:22])[CH:20]=[N:19][C:18]2[CH:23]=[CH:24][C:25]([O:27][CH3:28])=[N:26][C:17]1=2.C(N(CC)CC)C.[Cl-].[NH4+]. Product: [CH3:28][O:27][C:25]1[CH:24]=[CH:23][C:18]2[N:19]=[CH:20][C:21](=[O:22])[N:16]([CH2:15][CH2:14][CH2:13][CH:12]=[O:11])[C:17]=2[N:26]=1. The catalyst class is: 4.